Dataset: KCNQ2 potassium channel screen with 302,405 compounds. Task: Binary Classification. Given a drug SMILES string, predict its activity (active/inactive) in a high-throughput screening assay against a specified biological target. (1) The drug is S=c1nc(oc2CCCCc12)c1ccc([N+]([O-])=O)cc1. The result is 0 (inactive). (2) The drug is O=C1CC(CC(=O)/C1=C\NCc1ccncc1)c1ccccc1. The result is 0 (inactive). (3) The compound is S=C(N1CCc2c1cccc2)NC(=O)C(C)C. The result is 0 (inactive).